This data is from Forward reaction prediction with 1.9M reactions from USPTO patents (1976-2016). The task is: Predict the product of the given reaction. (1) The product is: [N:11]12[CH2:16][CH2:15][CH:14]([CH2:13][CH2:12]1)[C@@H:9]([O:8][C:5]1[N:6]=[N:7][C:2]([C:25]3[CH:26]=[CH:27][C:28]4[NH:29][C:30]5[C:35]([C:36]=4[CH:37]=3)=[CH:34][CH:33]=[CH:32][CH:31]=5)=[CH:3][CH:4]=1)[CH2:10]2. Given the reactants Cl[C:2]1[N:7]=[N:6][C:5]([O:8][C@@H:9]2[CH:14]3[CH2:15][CH2:16][N:11]([CH2:12][CH2:13]3)[CH2:10]2)=[CH:4][CH:3]=1.CC1(C)C(C)(C)OB([C:25]2[CH:26]=[CH:27][C:28]3[NH:29][C:30]4[C:35]([C:36]=3[CH:37]=2)=[CH:34][CH:33]=[CH:32][CH:31]=4)O1.C1(C2C=CC=CC=2)C=CC=CC=1, predict the reaction product. (2) The product is: [OH:8][C:9]1[CH:13]=[C:12]([CH2:14][CH2:15][C:16]([O:18][CH2:19][CH3:20])=[O:17])[N:11]([CH:21]([CH3:22])[CH3:23])[N:10]=1. Given the reactants C([O:8][C:9]1[CH:13]=[C:12](/[CH:14]=[CH:15]/[C:16]([O:18][CH2:19][CH3:20])=[O:17])[N:11]([CH:21]([CH3:23])[CH3:22])[N:10]=1)C1C=CC=CC=1, predict the reaction product. (3) Given the reactants [I:1][C:2]1[C:10]2[C:9]([C:11]#[N:12])=[CH:8][CH:7]=[CH:6][C:5]=2[NH:4][N:3]=1.[O:13]1[CH:18]=[CH:17][CH2:16][CH2:15][CH2:14]1.CC1C=CC(S(O)(=O)=O)=CC=1.O, predict the reaction product. The product is: [I:1][C:2]1[C:10]2[C:9]([C:11]#[N:12])=[CH:8][CH:7]=[CH:6][C:5]=2[N:4]([CH:14]2[CH2:15][CH2:16][CH2:17][CH2:18][O:13]2)[N:3]=1. (4) Given the reactants C(=O)([O-])[O-].[K+].[K+].[OH:7][C@H:8]([C:45]1[C:53]2[S:52][C:51](=[O:54])[NH:50][C:49]=2[C:48]([OH:55])=[CH:47][CH:46]=1)[CH2:9][N:10]([CH2:18][C:19]1[CH:24]=[CH:23][C:22]([O:25][CH2:26][CH2:27][N:28]2[CH2:44][CH2:43][C:31]3([O:36][CH2:35][CH2:34][N:33](C(=O)C(F)(F)F)[CH2:32]3)[CH2:30][CH2:29]2)=[CH:21][CH:20]=1)[C:11](=[O:17])[O:12][C:13]([CH3:16])([CH3:15])[CH3:14], predict the reaction product. The product is: [O:36]1[C:31]2([CH2:43][CH2:44][N:28]([CH2:27][CH2:26][O:25][C:22]3[CH:21]=[CH:20][C:19]([CH2:18][N:10]([CH2:9][C@H:8]([OH:7])[C:45]4[C:53]5[S:52][C:51](=[O:54])[NH:50][C:49]=5[C:48]([OH:55])=[CH:47][CH:46]=4)[C:11](=[O:17])[O:12][C:13]([CH3:16])([CH3:15])[CH3:14])=[CH:24][CH:23]=3)[CH2:29][CH2:30]2)[CH2:32][NH:33][CH2:34][CH2:35]1. (5) Given the reactants [C:1]1([NH2:8])[CH:6]=[CH:5][CH:4]=[CH:3][C:2]=1[NH2:7].C(=O)([O-])[O-].[K+].[K+].Br[CH:16]([C:18]1[CH:23]=[CH:22][CH:21]=[CH:20][CH:19]=1)[CH3:17].[C:24]([C:26]1[CH:31]=[CH:30][C:29]([N:32]=[C:33]=[O:34])=[CH:28][CH:27]=1)#[N:25], predict the reaction product. The product is: [C:24]([C:26]1[CH:27]=[CH:28][C:29]([NH:32][C:33]([NH:7][C:2]2[CH:3]=[CH:4][CH:5]=[CH:6][C:1]=2[NH:8][CH:16]([C:18]2[CH:23]=[CH:22][CH:21]=[CH:20][CH:19]=2)[CH3:17])=[O:34])=[CH:30][CH:31]=1)#[N:25]. (6) Given the reactants [CH2:1]([O:8][C:9]1[C:10](Cl)=[N:11][CH:12]=[CH:13][CH:14]=1)[C:2]1[CH:7]=[CH:6][CH:5]=[CH:4][CH:3]=1.[CH3:16][C:17]1[N:21]=[C:20]([NH2:22])[S:19][N:18]=1.P([O-])([O-])([O-])=O.[K+].[K+].[K+], predict the reaction product. The product is: [CH2:1]([O:8][C:9]1[C:10]([NH:22][C:20]2[S:19][N:18]=[C:17]([CH3:16])[N:21]=2)=[N:11][CH:12]=[CH:13][CH:14]=1)[C:2]1[CH:7]=[CH:6][CH:5]=[CH:4][CH:3]=1. (7) Given the reactants [Cl:1][C:2]1[CH:3]=[C:4]([NH:9][C:10]2[C:19]3[C:14](=[C:15]([F:23])[CH:16]=[C:17]([N+:20]([O-])=O)[CH:18]=3)[N:13]=[CH:12][C:11]=2[C:24]#[N:25])[CH:5]=[CH:6][C:7]=1[F:8].O.O.[Sn](Cl)(Cl)(Cl)Cl, predict the reaction product. The product is: [NH2:20][C:17]1[CH:18]=[C:19]2[C:14](=[C:15]([F:23])[CH:16]=1)[N:13]=[CH:12][C:11]([C:24]#[N:25])=[C:10]2[NH:9][C:4]1[CH:5]=[CH:6][C:7]([F:8])=[C:2]([Cl:1])[CH:3]=1. (8) Given the reactants C([C@H]([C@@H](C(O)=O)O)O)(O)=O.[F:11][C:12]([F:29])([F:28])[C:13]1[CH:14]=[C:15]([CH:20]([NH:23][C:24]([CH3:27])([CH3:26])[CH3:25])[CH2:21][OH:22])[CH:16]=[CH:17][C:18]=1[NH2:19].[OH-].[Na+], predict the reaction product. The product is: [F:11][C:12]([F:28])([F:29])[C:13]1[CH:14]=[C:15]([CH:20]([NH:23][C:24]([CH3:25])([CH3:27])[CH3:26])[CH2:21][OH:22])[CH:16]=[CH:17][C:18]=1[NH2:19]. (9) Given the reactants [C:1](=[O:22])(OC1C=CC([N+]([O-])=O)=CC=1)[O:2][CH2:3][C:4]1[CH:9]=[C:8]([CH3:10])[N:7]=[C:6]([CH3:11])[CH:5]=1.CCN(CC)CC.[CH3:30][C@@H:31]1[NH:36][CH2:35][CH2:34][N:33]([C:37]([O:39][C:40]([CH3:43])([CH3:42])[CH3:41])=[O:38])[CH2:32]1, predict the reaction product. The product is: [CH3:30][C@H:31]1[CH2:32][N:33]([C:37]([O:39][C:40]([CH3:41])([CH3:43])[CH3:42])=[O:38])[CH2:34][CH2:35][N:36]1[C:1]([O:2][CH2:3][C:4]1[CH:5]=[C:6]([CH3:11])[N:7]=[C:8]([CH3:10])[CH:9]=1)=[O:22].